This data is from Drug-target binding data from BindingDB using IC50 measurements. The task is: Regression. Given a target protein amino acid sequence and a drug SMILES string, predict the binding affinity score between them. We predict pIC50 (pIC50 = -log10(IC50 in M); higher means more potent). Dataset: bindingdb_ic50. (1) The target protein (P24863) has sequence MAGNFWQSSHYLQWILDKQDLLKERQKDLKFLSEEEYWKLQIFFTNVIQALGEHLKLRQQVIATATVYFKRFYARYSLKSIDPVLMAPTCVFLASKVEEFGVVSNTRLIAAATSVLKTRFSYAFPKEFPYRMNHILECEFYLLELMDCCLIVYHPYRPLLQYVQDMGQEDMLLPLAWRIVNDTYRTDLCLLYPPFMIALACLHVACVVQQKDARQWFAELSVDMEKILEIIRVILKLYEQWKNFDERKEMATILSKMPKPKPPPNSEGEQGPNGSQNSSYSQS. The drug is CC1COCCN1Cc1ccc(NC(=O)/C=C/c2cnccc2-c2cnn(C)c2)cc1. The pIC50 is 7.7. (2) The drug is CCCC[C@@H](O)/C=C(C)/C=C/C=C\C(=O)N1CCCC1=O. The target protein (P54358) has sequence MDGKRKFNGTSNGHAKKPRNPDDDEEMGFEAELAAFENSEDMDQTLLMGDGPENQTTSERWSRPPPPELDPSKHNLEFQQLDVENYLGQPLPGMPGAQIGPVPVVRMFGVTMEGNSVCCHVHGFCPYFYIEAPSQFEEHHCEKLQKALDQKVIADIRNNKDNVQEAVLMVELVEKLNIHGYNGDKKQRYIKISVTLPRFVAAASRLLKKEVIMSEIDFQDCRAFENNIDFDIRFMVDTDVVGCNWIELPMGHWRIRNSHSKPLPESRCQIEVDVAFDRFISHEPEGEWSKVAPFRILSFDIECAGRKGIFPEAKIDPVIQIANMVIRQGEREPFIRNVFTLNECAPIIGSQVLCHDKETQMLDKWSAFVREVDPDILTGYNINNFDFPYLLNRAAHLKVRNFEYLGRIKNIRSVIKEQMLQSKQMGRRENQYVNFEGRVPFDLLFVLLRDYKLRSYTLNAVSYHFLQEQKEDVHHSIITDLQNGDEQTRRRLAMYCLKDA.... The pIC50 is 3.7. (3) The compound is N#Cc1cc(NC(=O)Nc2nnc(-c3ccncc3)s2)ccc1F. The target protein (P46063) has sequence MASVSALTEELDSITSELHAVEIQIQELTERQQELIQKKKVLTKKIKQCLEDSDAGASNEYDSSPAAWNKEDFPWSGKVKDILQNVFKLEKFRPLQLETINVTMAGKEVFLVMPTGGGKSLCYQLPALCSDGFTLVICPLISLMEDQLMVLKQLGISATMLNASSSKEHVKWVHAEMVNKNSELKLIYVTPEKIAKSKMFMSRLEKAYEARRFTRIAVDEVHCCSQWGHDFRPDYKALGILKRQFPNASLIGLTATATNHVLTDAQKILCIEKCFTFTASFNRPNLYYEVRQKPSNTEDFIEDIVKLINGRYKGQSGIIYCFSQKDSEQVTVSLQNLGIHAGAYHANLEPEDKTTVHRKWSANEIQVVVATVAFGMGIDKPDVRFVIHHSMSKSMENYYQESGRAGRDDMKADCILYYGFGDIFRISSMVVMENVGQQKLYEMVSYCQNISKCRRVLMAQHFDEVWNSEACNKMCDNCCKDSAFERKNITEYCRDLIKIL.... The pIC50 is 4.3. (4) The compound is CCOC(=O)c1ccnc(CNCC(=O)N(CC)CCN(C)C)c1. The target protein sequence is MEPGSDDFLPPPECPVFEPSWAEFRDPLGYIAKIRPIAEKSGICKIRPPADWQPPFAVEVDNFRFTPRIQRLNELEAQTRVKLNYLDQIAKFWEIQGSSLKIPNVERRILDLYSLSKIVVEEGGYEAICKDRRWARVAQRLNYPPGKNIGSLLRSHYERIVYPYEMYQSGANLVQCNTRPFDNEEKDKEYKPHSIPLRQSVQPSKFNSYGRRAKRLQPDPEPTEEDIEKNPELKKLQIYGAGPKMMGLGLMAKDKTLRKKDKEGPECPPTVVVKEELGGDVKVESTSPKTFLESKEELSHSPEPCTKMTMRLRRNHSNAQFIESYVCRMCSRGDEDDKLLLCDGCDDNYHIFCLLPPLPEIPKGVWRCPKCVMAECKRPPEAFGFEQATREYTLQSFGEMADSFKADYFNMPVHMVPTELVEKEFWRLVNSIEEDVTVEYGADIHSKEFGSGFPVSDSKRHLTPEEEEYATSGWNLNVMPVLEQSVLCHINADISGMKVP.... The pIC50 is 3.5. (5) The drug is COc1cc2[nH]c(=O)n(CCc3cnc[nH]3)c(=O)c2cc1-c1cnco1. The target protein (P12268) has sequence MADYLISGGTSYVPDDGLTAQQLFNCGDGLTYNDFLILPGYIDFTADQVDLTSALTKKITLKTPLVSSPMDTVTEAGMAIAMALTGGIGFIHHNCTPEFQANEVRKVKKYEQGFITDPVVLSPKDRVRDVFEAKARHGFCGIPITDTGRMGSRLVGIISSRDIDFLKEEEHDCFLEEIMTKREDLVVAPAGITLKEANEILQRSKKGKLPIVNEDDELVAIIARTDLKKNRDYPLASKDAKKQLLCGAAIGTHEDDKYRLDLLAQAGVDVVVLDSSQGNSIFQINMIKYIKDKYPNLQVIGGNVVTAAQAKNLIDAGVDALRVGMGSGSICITQEVLACGRPQATAVYKVSEYARRFGVPVIADGGIQNVGHIAKALALGASTVMMGSLLAATTEAPGEYFFSDGIRLKKYRGMGSLDAMDKHLSSQNRYFSEADKIKVAQGVSGAVQDKGSIHKFVPYLIAGIQHSCQDIGAKSLTQVRAMMYSGELKFEKRTSSAQVE.... The pIC50 is 7.3. (6) The compound is CCOC1Oc2ccc(Br)cc2C(=O)C1=CNc1cccc(S(N)(=O)=O)c1. The target protein (P21588) has sequence MRPAAATAPKWLLLALSALLPLWPTAKSWELTIMHTNDVHSRLEQTSDDSTKCLNASLCVGGVARLFTKVQQIRKEEPNVLLLDAGDQYQGTIWFTVYKGLEVAHFMNLLGYDAMALGNHEFDNGVEGLIDPLLRNVKFPILSANIKARGPLAPQISGLYLPYKVLSVGGEVVGIVGYTSKETPFLSNPGTNLVFEDEVTALQPEVDKLKTLNVNKIIALGHSGFEMDKLIAQKVRGVDVVVGGHTNTFLYTGNPPSKEVPAGKYPFIVTSDDGRKVPVVQAYAFGKYLGYLKVEFDDKGNVVTSYGNPILLNSTIREDAAIKADINQWRIKLDNYSTQELGRTIVYLNGSAQECRFRECNMGNLICDAMINNNLRHPDEMFWNHVSMCIVNGGGIRSPIDERNNGTITWENLAAVLPFGGTFDLVQLKGSTLKKAFEHSVHRYGQSTGEFLQVGGIHVVYDISRKPWDRVVQLKVLCTKCRVPIYEPLEMDKVYKVVLP.... The pIC50 is 5.2. (7) The drug is Oc1ccc(/C=C/c2cc(O)cc(O)c2)cc1. The target protein sequence is MRTLLIRYILWRNDNDQTYYNDDFKKLMLLDELVDDGDVCTLIKNMRMTLSDGPLLDRLNQPVNNIEDAKRMIAISAKVARDIGERSEIRWEESFTILFRMIETYFDDLMIDLYGEK. The pIC50 is 4.7. (8) The small molecule is O=C(Nc1cccc(O)c1C(=O)O)c1ccc(Br)c(Oc2ccccc2)c1. The target protein (Q2FZS0) has sequence MNVGIKGFGAYAPEKIIDNAYFEQFLDTSDEWISKMTGIKERHWADDDQDTSDLAYEASLKAIADAGIQPEDIDMIIVATATGDMPFPTVANMLQERLGTGKVASMDQLAACSGFMYSMITAKQYVQSGDYHNILVVGADKLSKITDLTDRSTAVLFGDGAGAVIIGEVSDGRGIISYEMGSDGTGGKHLYLDKDTGKLKMNGREVFKFAVRIMGDASTRVVEKANLTSDDIDLFIPHQANIRIMESARERLGISKDKMSVSVNKYGNTSAASIPLSIDQELKNGKIKDDDTIVLVGFGGGLTWGAMTIKWGK. The pIC50 is 4.9. (9) The compound is CCCC[C@H](N)C(=O)Nc1ccc(C(=O)N[C@@H](Cc2c[nH]c3ccccc23)C(=O)O)cc1N. The target protein (Q9UIQ6) has sequence MEPFTNDRLQLPRNMIENSMFEEEPDVVDLAKEPCLHPLEPDEVEYEPRGSRLLVRGLGEHEMEEDEEDYESSAKLLGMSFMNRSSGLRNSATGYRQSPDGACSVPSARTMVVCAFVIVVAVSVIMVIYLLPRCTFTKEGCHKKNQSIGLIQPFATNGKLFPWAQIRLPTAVVPLRYELSLHPNLTSMTFRGSVTISVQALQVTWNIILHSTGHNISRVTFMSAVSSQEKQAEILEYAYHGQIAIVAPEALLAGHNYTLKIEYSANISSSYYGFYGFSYTDESNEKKYFAATQFEPLAARSAFPCFDEPAFKATFIIKIIRDEQYTALSNMPKKSSVVLDDGLVQDEFSESVKMSTYLVAFIVGEMKNLSQDVNGTLVSIYAVPEKIGQVHYALETTVKLLEFFQNYFEIQYPLKKLDLVAIPDFEAGAMENWGLLTFREETLLYDSNTSSMADRKLVTKIIAHELAHQWFGNLVTMKWWNDLWLNEGFATFMEYFSLEK.... The pIC50 is 5.8. (10) The target protein sequence is MRRRRRRDGFYPAPDFRDREAEDMAGVFDIDLDQPEDAGSEDELEEGGQLNESMDHGGVGPYELGMEHCEKFEISETSVNRGPEKIRPECFELLRVLGKGGYGKVFQVRKVTGANTGKIFAMKVLKKAMIVRNAKDTAHTKAERNILEEVKHPFIVDLIYAFQTGGKLYLILEYLSGGELFMQLEREGIFMEDTACFYLAEISMALGHLHQKGIIYRDLKPENIMLNHQGHVKLTDFGLCKESIHDGTVTHTFCGTIEYMAPEILMRSGHNRAVDWWSLGALMYDMLTGAPPFTGENRKKTIDKILKCKLNLPPYLTQEARDLLKKLLKRNAASRLGAGPGDAGEVQAHPFFRHINWEELLARKVEPPFKPLLQSEEDVSQFDSKFTRQTPVDSPDDSTLSESANQVFLGFEYVAPSVLESVKEKFSFEPKIRSPRRFIGSPRTPVSPVKFSPGDFWGRGASASTANPQTPVEYPMETSGIEQMDVTMSGEASAPLPIRQ.... The small molecule is COC(=O)c1ccc(-c2c(N)ncnc2N2CCN(C(CN(C)C)c3ccc(C(F)(F)F)cc3)CC2)cc1. The pIC50 is 7.9.